Task: Predict the reaction yield, written as a fraction of the theoretical maximum amount of product (1.0 means a 100% yield; for example, 0.34 means a 34% yield).. Dataset: Reaction yield outcomes from USPTO patents with 853,638 reactions (1) The reactants are [OH-].[K+].[Cl:3][C:4]1[CH:9]=[CH:8][C:7]([C:10](=[O:12])[CH3:11])=[CH:6][CH:5]=1.[CH3:13][O:14][C:15]1[CH:22]=[CH:21][CH:20]=[CH:19][C:16]=1[CH:17]=O.CC(O)=O. The catalyst is CO. The product is [Cl:3][C:4]1[CH:9]=[CH:8][C:7]([C:10](=[O:12])/[CH:11]=[CH:17]/[C:16]2[CH:19]=[CH:20][CH:21]=[CH:22][C:15]=2[O:14][CH3:13])=[CH:6][CH:5]=1. The yield is 0.970. (2) The reactants are [Cl:1][C:2]1[CH:3]=[N+:4]([O-:24])[CH:5]=[C:6]([Cl:23])[C:7]=1[CH2:8][C@@H:9]([C:11]1[CH:16]=[CH:15][C:14]([O:17][CH:18]([F:20])[F:19])=[C:13]([O:21][CH3:22])[CH:12]=1)[OH:10].[C:25]1([S:31]([N:34]2[CH2:38][CH2:37][CH2:36][C@H:35]2[C:39](O)=[O:40])(=[O:33])=[O:32])[CH:30]=[CH:29][CH:28]=[CH:27][CH:26]=1.C(Cl)CCl. The catalyst is CN(C1C=CN=CC=1)C.C(Cl)Cl. The product is [Cl:1][C:2]1[CH:3]=[N+:4]([O-:24])[CH:5]=[C:6]([Cl:23])[C:7]=1[CH2:8][C@@H:9]([C:11]1[CH:16]=[CH:15][C:14]([O:17][CH:18]([F:20])[F:19])=[C:13]([O:21][CH3:22])[CH:12]=1)[O:10][C:39]([C@@H:35]1[CH2:36][CH2:37][CH2:38][N:34]1[S:31]([C:25]1[CH:30]=[CH:29][CH:28]=[CH:27][CH:26]=1)(=[O:33])=[O:32])=[O:40]. The yield is 0.504. (3) The reactants are [F:1][CH:2]([F:39])[C:3]1[N:7]([C:8]2[N:13]=[C:12]([N:14]3[CH2:19][CH2:18][O:17][CH2:16][CH2:15]3)[N:11]=[C:10]([N:20]([CH:27]3[CH2:32][CH2:31][NH:30][CH2:29][CH2:28]3)[CH2:21][CH2:22][CH2:23][N:24]([CH3:26])[CH3:25])[N:9]=2)[C:6]2[CH:33]=[CH:34][CH:35]=[C:36]([O:37][CH3:38])[C:5]=2[N:4]=1.[CH3:40][S:41](Cl)(=[O:43])=[O:42]. No catalyst specified. The product is [F:39][CH:2]([F:1])[C:3]1[N:7]([C:8]2[N:13]=[C:12]([N:14]3[CH2:15][CH2:16][O:17][CH2:18][CH2:19]3)[N:11]=[C:10]([N:20]([CH:27]3[CH2:32][CH2:31][N:30]([S:41]([CH3:40])(=[O:43])=[O:42])[CH2:29][CH2:28]3)[CH2:21][CH2:22][CH2:23][N:24]([CH3:25])[CH3:26])[N:9]=2)[C:6]2[CH:33]=[CH:34][CH:35]=[C:36]([O:37][CH3:38])[C:5]=2[N:4]=1. The yield is 0.990.